From a dataset of Forward reaction prediction with 1.9M reactions from USPTO patents (1976-2016). Predict the product of the given reaction. (1) Given the reactants ClC1C=C(NC2C=CC(F)=CC=2F)C=CC=1C(C1C=C(C2N=NN(CC(NCC)=O)C=2)C=CC=1C)=O.[Cl:37][C:38]1[CH:61]=[C:60]([NH:62][C:63]2[CH:68]=[CH:67][C:66]([F:69])=[CH:65][C:64]=2[F:70])[CH:59]=[CH:58][C:39]=1[C:40]([C:42]1[CH:43]=[C:44]([C:49]2[N:50]=[N:51][N:52]([CH2:54][C:55](O)=[O:56])[CH:53]=2)[CH:45]=[CH:46][C:47]=1[CH3:48])=[O:41].[NH2:71][C:72]([CH3:76])([CH3:75])[CH2:73][OH:74], predict the reaction product. The product is: [Cl:37][C:38]1[CH:61]=[C:60]([NH:62][C:63]2[CH:68]=[CH:67][C:66]([F:69])=[CH:65][C:64]=2[F:70])[CH:59]=[CH:58][C:39]=1[C:40]([C:42]1[CH:43]=[C:44]([C:49]2[N:50]=[N:51][N:52]([CH2:54][C:55]([NH:71][C:72]([CH3:76])([CH3:75])[CH2:73][OH:74])=[O:56])[CH:53]=2)[CH:45]=[CH:46][C:47]=1[CH3:48])=[O:41]. (2) Given the reactants CO[C:3]([C:5]1[N:6]=[C:7]2[C:15]([C:16]#[N:17])=[CH:14][NH:13][N:8]2[C:9](=[O:12])[C:10]=1[OH:11])=[O:4].[F:18][C:19]1[CH:26]=[CH:25][C:22]([CH2:23][NH2:24])=[CH:21][CH:20]=1, predict the reaction product. The product is: [F:18][C:19]1[CH:26]=[CH:25][C:22]([CH2:23][NH2:24])=[CH:21][CH:20]=1.[F:18][C:19]1[CH:26]=[CH:25][C:22]([CH2:23][NH:24][C:3]([C:5]2[N:6]=[C:7]3[C:15]([C:16]#[N:17])=[CH:14][NH:13][N:8]3[C:9](=[O:12])[C:10]=2[OH:11])=[O:4])=[CH:21][CH:20]=1. (3) Given the reactants [C:1]([N:4]([CH2:24][C:25]1[CH:30]=[C:29]([C:31]([F:34])([F:33])[F:32])[CH:28]=[C:27]([C:35]([F:38])([F:37])[F:36])[CH:26]=1)[CH:5]1[CH2:11][CH2:10][CH2:9][N:8]([C:12]([O:14][CH:15]([CH3:17])[CH3:16])=[O:13])[C:7]2[C:18](Br)=[CH:19][C:20]([CH3:22])=[CH:21][C:6]1=2)(=[O:3])[CH3:2].[C:39]([N:42](CC1C=C(C(F)(F)F)C=C(C(F)(F)F)C=1)[CH:43]1CCCN(C(OC(C)C)=O)C2C=C(Cl)C(N(C)C)=CC1=2)(=O)C, predict the reaction product. The product is: [C:1]([N:4]([CH2:24][C:25]1[CH:30]=[C:29]([C:31]([F:34])([F:33])[F:32])[CH:28]=[C:27]([C:35]([F:38])([F:37])[F:36])[CH:26]=1)[CH:5]1[CH2:11][CH2:10][CH2:9][N:8]([C:12]([O:14][CH:15]([CH3:17])[CH3:16])=[O:13])[C:7]2[C:18]([N:42]([CH3:43])[CH3:39])=[CH:19][C:20]([CH3:22])=[CH:21][C:6]1=2)(=[O:3])[CH3:2].